Dataset: CYP2D6 inhibition data for predicting drug metabolism from PubChem BioAssay. Task: Regression/Classification. Given a drug SMILES string, predict its absorption, distribution, metabolism, or excretion properties. Task type varies by dataset: regression for continuous measurements (e.g., permeability, clearance, half-life) or binary classification for categorical outcomes (e.g., BBB penetration, CYP inhibition). Dataset: cyp2d6_veith. (1) The molecule is C[C@@H](N)Cn1ccc2cc(F)c(Cl)cc21. The result is 0 (non-inhibitor). (2) The compound is O=C(CSCc1cccc(Cl)c1)NCc1ccc2c(c1)OCO2. The result is 1 (inhibitor). (3) The result is 0 (non-inhibitor). The drug is O=c1[nH]c2[nH]c(=S)[nH]c(=S)c2[nH]1. (4) The result is 0 (non-inhibitor). The molecule is Cc1cc2cc3c(C)cc(=O)oc3c(C)c2o1. (5) The drug is COc1ncc2nc(-c3cn(C)c4ccccc34)c(=O)n(C)c2n1. The result is 0 (non-inhibitor).